From a dataset of NCI-60 drug combinations with 297,098 pairs across 59 cell lines. Regression. Given two drug SMILES strings and cell line genomic features, predict the synergy score measuring deviation from expected non-interaction effect. (1) Drug 1: C1=CC(=CC=C1CCC2=CNC3=C2C(=O)NC(=N3)N)C(=O)NC(CCC(=O)O)C(=O)O. Drug 2: C1C(C(OC1N2C=NC3=C2NC=NCC3O)CO)O. Cell line: MALME-3M. Synergy scores: CSS=9.67, Synergy_ZIP=2.75, Synergy_Bliss=-0.615, Synergy_Loewe=-4.84, Synergy_HSA=-0.0601. (2) Drug 1: C1CCN(CC1)CCOC2=CC=C(C=C2)C(=O)C3=C(SC4=C3C=CC(=C4)O)C5=CC=C(C=C5)O. Drug 2: C1=CC(=CC=C1C#N)C(C2=CC=C(C=C2)C#N)N3C=NC=N3. Cell line: SF-539. Synergy scores: CSS=-2.75, Synergy_ZIP=0.185, Synergy_Bliss=-1.27, Synergy_Loewe=-4.16, Synergy_HSA=-5.24. (3) Drug 1: C1=NC2=C(N=C(N=C2N1C3C(C(C(O3)CO)O)O)F)N. Drug 2: CCN(CC)CCNC(=O)C1=C(NC(=C1C)C=C2C3=C(C=CC(=C3)F)NC2=O)C. Cell line: SN12C. Synergy scores: CSS=18.6, Synergy_ZIP=0.303, Synergy_Bliss=4.20, Synergy_Loewe=0.968, Synergy_HSA=1.08. (4) Drug 1: C1CC(=O)NC(=O)C1N2CC3=C(C2=O)C=CC=C3N. Drug 2: CC1=C2C(C(=O)C3(C(CC4C(C3C(C(C2(C)C)(CC1OC(=O)C(C(C5=CC=CC=C5)NC(=O)OC(C)(C)C)O)O)OC(=O)C6=CC=CC=C6)(CO4)OC(=O)C)O)C)O. Cell line: OVCAR-8. Synergy scores: CSS=35.2, Synergy_ZIP=-1.84, Synergy_Bliss=-3.39, Synergy_Loewe=-47.7, Synergy_HSA=-3.78.